Dataset: Full USPTO retrosynthesis dataset with 1.9M reactions from patents (1976-2016). Task: Predict the reactants needed to synthesize the given product. (1) Given the product [N+:12]([C:10]1[CH:11]=[C:2]2[C:3]([C:4](=[O:5])[NH:16][NH:17]2)=[CH:8][CH:9]=1)([O-:14])=[O:13], predict the reactants needed to synthesize it. The reactants are: F[C:2]1[CH:11]=[C:10]([N+:12]([O-:14])=[O:13])[CH:9]=[CH:8][C:3]=1[C:4](OC)=[O:5].O.[NH2:16][NH2:17]. (2) Given the product [C:6]([O:10][C:11]([NH:13][C@@H:14]([CH2:22][C:23]1[CH:24]=[CH:25][CH:26]=[CH:27][CH:28]=1)[C@@H:15]([O:18][C:19](=[O:21])[CH3:20])[CH:16]=[O:4])=[O:12])([CH3:7])([CH3:8])[CH3:9], predict the reactants needed to synthesize it. The reactants are: O=[O+][O-].[O:4]=O.[C:6]([O:10][C:11]([NH:13][C@@H:14]([CH2:22][C:23]1[CH:28]=[CH:27][CH:26]=[CH:25][CH:24]=1)[C@@H:15]([O:18][C:19](=[O:21])[CH3:20])[CH:16]=C)=[O:12])([CH3:9])([CH3:8])[CH3:7].O=O.S(C)C. (3) Given the product [CH3:28][N:13]1[C:14](=[O:16])[C:15]2=[C:8]([C:5]3[CH:4]=[CH:3][C:2]([Br:1])=[CH:7][CH:6]=3)[O:9][C:10](=[O:23])[C:11]2=[C:12]1[C:17]1[CH:22]=[CH:21][CH:20]=[CH:19][CH:18]=1, predict the reactants needed to synthesize it. The reactants are: [Br:1][C:2]1[CH:7]=[CH:6][C:5]([C:8]2[O:9][C:10](=[O:23])[C:11]3[C:15]=2[C:14](=[O:16])[NH:13][C:12]=3[C:17]2[CH:22]=[CH:21][CH:20]=[CH:19][CH:18]=2)=[CH:4][CH:3]=1.S(C1C=CC(C)=CC=1)(O[CH3:28])(=O)=O.C(=O)([O-])[O-].[K+].[K+].CN(C)C=O. (4) Given the product [O:34]1[CH2:35][CH2:36][N:31]([CH:2]2[CH2:6][CH2:5][N:4]([C:7]3[CH:19]=[CH:18][C:10]([C:11]([O:13][C:14]([CH3:17])([CH3:16])[CH3:15])=[O:12])=[CH:9][CH:8]=3)[CH2:3]2)[CH2:32][CH2:33]1, predict the reactants needed to synthesize it. The reactants are: O=[C:2]1[CH2:6][CH2:5][N:4]([C:7]2[CH:19]=[CH:18][C:10]([C:11]([O:13][C:14]([CH3:17])([CH3:16])[CH3:15])=[O:12])=[CH:9][CH:8]=2)[CH2:3]1.C([Sn](Cl)(Cl)CCCC)CCC.[NH:31]1[CH2:36][CH2:35][O:34][CH2:33][CH2:32]1.C1([SiH3])C=CC=CC=1. (5) The reactants are: Cl[C:2]([O:4][CH3:5])=[O:3].[NH2:6][C:7]1[CH:8]=[C:9]([S:13][C:14]2[C:22]3[C:21](=[O:23])[N:20]([CH3:24])[C:19](=[O:25])[N:18]([CH2:26][CH:27]([CH3:29])[CH3:28])[C:17]=3[S:16][C:15]=2[CH2:30][C:31]2[C:40]3[C:35](=[CH:36][CH:37]=[CH:38][CH:39]=3)[CH:34]=[CH:33][CH:32]=2)[CH:10]=[CH:11][CH:12]=1.C(N(CC)CC)C.C(=O)([O-])O.[Na+]. Given the product [CH3:30][CH2:15][CH2:14][CH:22]([CH3:21])[CH3:17].[CH3:5][O:4][C:2]([NH:6][C:7]1[CH:8]=[C:9]([S:13][C:14]2[C:22]3[C:21](=[O:23])[N:20]([CH3:24])[C:19](=[O:25])[N:18]([CH2:26][CH:27]([CH3:28])[CH3:29])[C:17]=3[S:16][C:15]=2[CH2:30][C:31]2[C:40]3[C:35](=[CH:36][CH:37]=[CH:38][CH:39]=3)[CH:34]=[CH:33][CH:32]=2)[CH:10]=[CH:11][CH:12]=1)=[O:3], predict the reactants needed to synthesize it.